Dataset: Catalyst prediction with 721,799 reactions and 888 catalyst types from USPTO. Task: Predict which catalyst facilitates the given reaction. (1) Reactant: FC(F)(F)C(O)=O.[F:8][C:9]1[CH:27]=[C:26]([S:28]([CH3:31])(=[O:30])=[O:29])[CH:25]=[CH:24][C:10]=1[CH2:11][N:12]1[CH2:16][CH2:15][N:14]([CH:17]2[CH2:22][CH2:21][NH:20][CH2:19][CH2:18]2)[C:13]1=[O:23].C(N(C(C)C)C(C)C)C.Cl[C:42]1[S:46][N:45]=[C:44]([CH:47]([CH3:49])[CH3:48])[N:43]=1. Product: [F:8][C:9]1[CH:27]=[C:26]([S:28]([CH3:31])(=[O:30])=[O:29])[CH:25]=[CH:24][C:10]=1[CH2:11][N:12]1[CH2:16][CH2:15][N:14]([CH:17]2[CH2:22][CH2:21][N:20]([C:42]3[S:46][N:45]=[C:44]([CH:47]([CH3:49])[CH3:48])[N:43]=3)[CH2:19][CH2:18]2)[C:13]1=[O:23]. The catalyst class is: 18. (2) Reactant: [C:1]([CH2:3][C:4]([N:6]([CH:16]1[CH2:18][CH2:17]1)[CH2:7][C:8]1[CH:13]=[CH:12][CH:11]=[C:10]([Cl:14])[C:9]=1[Cl:15])=[O:5])#[N:2].CC(O/N=C(/C(NCC=O)=O)\C1N=C(N)SC=1)(C(O)=O)C.C(CC(O)=O)#N.C[Si]([N-][Si](C)(C)C)(C)C.[K+].[C:56]([Si:60]([O:63][CH2:64][CH2:65][CH2:66][C:67]1[CH:72]=[CH:71][C:70]([CH2:73]I)=[CH:69][CH:68]=1)([CH3:62])[CH3:61])([CH3:59])([CH3:58])[CH3:57]. Product: [Si:60]([O:63][CH2:64][CH2:65][CH2:66][C:67]1[CH:68]=[CH:69][C:70]([CH2:73][CH:3]([C:1]#[N:2])[C:4]([N:6]([CH:16]2[CH2:17][CH2:18]2)[CH2:7][C:8]2[CH:13]=[CH:12][CH:11]=[C:10]([Cl:14])[C:9]=2[Cl:15])=[O:5])=[CH:71][CH:72]=1)([C:56]([CH3:59])([CH3:58])[CH3:57])([CH3:62])[CH3:61]. The catalyst class is: 1. (3) Reactant: [O:1]1[CH2:6][CH2:5][CH2:4][O:3][CH:2]1[C:7]1[CH:12]=[CH:11][C:10]([C:13]([OH:35])([CH3:34])[CH2:14][CH2:15][N:16]([C@H:24]([C:26]2[CH:31]=[CH:30][C:29]([O:32][CH3:33])=[CH:28][CH:27]=2)[CH3:25])[C:17](=O)[O:18]C(C)(C)C)=[CH:9][CH:8]=1.[H-].[Na+]. Product: [O:1]1[CH2:6][CH2:5][CH2:4][O:3][CH:2]1[C:7]1[CH:8]=[CH:9][C:10]([C:13]2([CH3:34])[O:35][C:17](=[O:18])[N:16]([C@H:24]([C:26]3[CH:31]=[CH:30][C:29]([O:32][CH3:33])=[CH:28][CH:27]=3)[CH3:25])[CH2:15][CH2:14]2)=[CH:11][CH:12]=1. The catalyst class is: 1. (4) Reactant: [CH3:1][N:2]1[CH2:7][CH2:6][N:5]([C:8]2[CH:16]=[CH:15][C:11]([C:12](Cl)=[O:13])=[CH:10][CH:9]=2)[CH2:4][CH2:3]1.[CH3:17][O:18][C:19]1[CH:63]=[C:62]([O:64][CH3:65])[CH:61]=[C:60]([O:66][CH3:67])[C:20]=1[CH:21]=[CH:22][CH:23]([S:33]([CH:36]([CH:46]=[CH:47][C:48]1[C:53]([O:54][CH3:55])=[CH:52][C:51]([O:56][CH3:57])=[CH:50][C:49]=1[O:58][CH3:59])[C:37]1[CH:42]=[CH:41][C:40]([O:43][CH3:44])=[C:39]([NH2:45])[CH:38]=1)(=[O:35])=[O:34])[C:24]1[CH:29]=[CH:28][C:27]([O:30][CH3:31])=[C:26]([NH2:32])[CH:25]=1. The catalyst class is: 7. Product: [CH3:67][O:66][C:60]1[CH:61]=[C:62]([O:64][CH3:65])[CH:63]=[C:19]([O:18][CH3:17])[C:20]=1/[CH:21]=[CH:22]/[CH:23]([S:33]([CH:36](/[CH:46]=[CH:47]/[C:48]1[C:49]([O:58][CH3:59])=[CH:50][C:51]([O:56][CH3:57])=[CH:52][C:53]=1[O:54][CH3:55])[C:37]1[CH:42]=[CH:41][C:40]([O:43][CH3:44])=[C:39]([NH:45][C:12](=[O:13])[C:11]2[CH:10]=[CH:9][C:8]([N:5]3[CH2:4][CH2:3][N:2]([CH3:1])[CH2:7][CH2:6]3)=[CH:16][CH:15]=2)[CH:38]=1)(=[O:35])=[O:34])[C:24]1[CH:29]=[CH:28][C:27]([O:30][CH3:31])=[C:26]([NH:32][C:12](=[O:13])[C:11]2[CH:15]=[CH:16][C:8]([N:5]3[CH2:6][CH2:7][N:2]([CH3:1])[CH2:3][CH2:4]3)=[CH:9][CH:10]=2)[CH:25]=1. (5) Reactant: [NH2:1][C@H:2]([CH2:19][OH:20])[CH2:3][C:4]1[CH:9]=[CH:8][C:7]([NH:10][C:11](=[O:18])[C:12]2[CH:17]=[CH:16][CH:15]=[CH:14][CH:13]=2)=[CH:6][CH:5]=1.[CH:21](=O)[C:22]1[CH:27]=[CH:26][CH:25]=[CH:24][CH:23]=1. Product: [CH2:21]([NH:1][C@H:2]([CH2:19][OH:20])[CH2:3][C:4]1[CH:5]=[CH:6][C:7]([NH:10][C:11](=[O:18])[C:12]2[CH:13]=[CH:14][CH:15]=[CH:16][CH:17]=2)=[CH:8][CH:9]=1)[C:22]1[CH:27]=[CH:26][CH:25]=[CH:24][CH:23]=1. The catalyst class is: 12. (6) Reactant: [OH:1][CH:2]([CH3:43])[CH2:3][O:4][C@H:5]1[CH2:10][CH2:9][C@H:8]([N:11]2[C:16](=[O:17])[C:15]([CH2:18][C:19]3[CH:24]=[CH:23][C:22]([C:25]4[CH:30]=[CH:29][CH:28]=[CH:27][C:26]=4[C:31]4[NH:35][C:34](=[O:36])[O:33][N:32]=4)=[CH:21][CH:20]=3)=[C:14]([CH2:37][CH2:38][CH3:39])[N:13]3[N:40]=[CH:41][CH:42]=[C:12]23)[CH2:7][CH2:6]1.CC(OI1(OC(C)=O)(OC(C)=O)OC(=O)C2C1=CC=CC=2)=O.C(OCC)(=O)C.S([O-])([O-])(=O)=S.[Na+].[Na+]. Product: [O:36]=[C:34]1[O:33][N:32]=[C:31]([C:26]2[CH:27]=[CH:28][CH:29]=[CH:30][C:25]=2[C:22]2[CH:21]=[CH:20][C:19]([CH2:18][C:15]3[C:16](=[O:17])[N:11]([C@H:8]4[CH2:9][CH2:10][C@H:5]([O:4][CH2:3][C:2](=[O:1])[CH3:43])[CH2:6][CH2:7]4)[C:12]4[N:13]([N:40]=[CH:41][CH:42]=4)[C:14]=3[CH2:37][CH2:38][CH3:39])=[CH:24][CH:23]=2)[NH:35]1. The catalyst class is: 34. (7) Reactant: [C:1]([O:5][C:6](=[O:18])[NH:7][C@H:8]1[CH2:13][CH2:12][C@H:11]([CH2:14][OH:15])[C@H:10]([O:16][CH3:17])[CH2:9]1)([CH3:4])([CH3:3])[CH3:2].[CH3:19][S:20](Cl)(=[O:22])=[O:21]. Product: [CH3:19][S:20]([O:15][CH2:14][C@H:11]1[CH2:12][CH2:13][C@H:8]([NH:7][C:6]([O:5][C:1]([CH3:4])([CH3:3])[CH3:2])=[O:18])[CH2:9][C@H:10]1[O:16][CH3:17])(=[O:22])=[O:21]. The catalyst class is: 4. (8) Reactant: [Cl:1][C:2]1[C:3]([C:9]([F:16])([F:15])[C:10](OCC)=[O:11])=[N:4][CH:5]=[C:6]([Cl:8])[CH:7]=1.[BH4-].[Na+].Cl.O. Product: [Cl:1][C:2]1[C:3]([C:9]([F:15])([F:16])[CH2:10][OH:11])=[N:4][CH:5]=[C:6]([Cl:8])[CH:7]=1. The catalyst class is: 8. (9) Reactant: [OH-].[Na+].[NH2:3][S:4]([CH2:7][CH2:8][CH2:9][CH2:10][N:11]([CH3:45])[CH2:12][CH2:13][N:14]([CH3:44])[C@@H:15]1[CH2:22][N:21]2[C:23]3[CH:24]=[C:25]([C:36]([O:38]C)=[O:37])[CH:26]=[CH:27][C:28]=3[C:29]([CH:30]3[CH2:35][CH2:34][CH2:33][CH2:32][CH2:31]3)=[C:20]2[C:19]2[CH:40]=[CH:41][CH:42]=[CH:43][C:18]=2[O:17][CH2:16]1)(=[O:6])=[O:5]. Product: [NH2:3][S:4]([CH2:7][CH2:8][CH2:9][CH2:10][N:11]([CH3:45])[CH2:12][CH2:13][N:14]([CH3:44])[C@@H:15]1[CH2:22][N:21]2[C:23]3[CH:24]=[C:25]([C:36]([OH:38])=[O:37])[CH:26]=[CH:27][C:28]=3[C:29]([CH:30]3[CH2:35][CH2:34][CH2:33][CH2:32][CH2:31]3)=[C:20]2[C:19]2[CH:40]=[CH:41][CH:42]=[CH:43][C:18]=2[O:17][CH2:16]1)(=[O:5])=[O:6]. The catalyst class is: 5.